This data is from Forward reaction prediction with 1.9M reactions from USPTO patents (1976-2016). The task is: Predict the product of the given reaction. (1) Given the reactants C[O:2][C:3](=[O:24])[C:4]1[CH:9]=[CH:8][C:7]([Cl:10])=[C:6]([NH:11][C:12]([C:14]2[CH:15]=[N:16][C:17]([NH:20][CH:21]([CH3:23])[CH3:22])=[CH:18][CH:19]=2)=[O:13])[CH:5]=1.[OH-].[Na+].Cl, predict the reaction product. The product is: [Cl:10][C:7]1[CH:8]=[CH:9][C:4]([C:3]([OH:24])=[O:2])=[CH:5][C:6]=1[NH:11][C:12]([C:14]1[CH:15]=[N:16][C:17]([NH:20][CH:21]([CH3:23])[CH3:22])=[CH:18][CH:19]=1)=[O:13]. (2) Given the reactants Cl[C:2]1[C:12]2[CH:11]=[C:10]([C:13]([O:15][CH3:16])=[O:14])[CH2:9][CH2:8][NH:7][C:6]=2[N:5]=[CH:4][N:3]=1.[Cl:17][C:18]1[CH:19]=[C:20]([CH:22]=[CH:23][C:24]=1[O:25][C:26]1[CH:31]=[CH:30][CH:29]=[C:28]([S:32]([CH2:35][C:36]([F:39])([F:38])[F:37])(=[O:34])=[O:33])[CH:27]=1)[NH2:21].[Cl-].[NH+]1C=CC=CC=1, predict the reaction product. The product is: [Cl:17][C:18]1[CH:19]=[C:20]([NH:21][C:2]2[C:12]3[CH:11]=[C:10]([C:13]([O:15][CH3:16])=[O:14])[CH2:9][CH2:8][NH:7][C:6]=3[N:5]=[CH:4][N:3]=2)[CH:22]=[CH:23][C:24]=1[O:25][C:26]1[CH:31]=[CH:30][CH:29]=[C:28]([S:32]([CH2:35][C:36]([F:37])([F:38])[F:39])(=[O:33])=[O:34])[CH:27]=1. (3) Given the reactants [C:1]([CH2:3][C:4](=S)[NH2:5])#[N:2].BrCC.[O-]CC.[Na+].[NH2:14][C:15]1[CH:23]=[CH:22][CH:21]=[CH:20][C:16]=1[C:17]([OH:19])=O, predict the reaction product. The product is: [O:19]=[C:17]1[C:16]2[C:15](=[CH:23][CH:22]=[CH:21][CH:20]=2)[N:14]=[C:4]([CH2:3][C:1]#[N:2])[NH:5]1. (4) Given the reactants [F:1][C:2]([C:5]1[S:9][C:8]([C:10]([O:12]CC)=[O:11])=[CH:7][CH:6]=1)([F:4])[CH3:3].[OH-].[Na+], predict the reaction product. The product is: [F:1][C:2]([C:5]1[S:9][C:8]([C:10]([OH:12])=[O:11])=[CH:7][CH:6]=1)([F:4])[CH3:3]. (5) Given the reactants [Cl:1][C:2]1[C:3]([C:28](O)=[O:29])=[N:4][N:5]([C:14]2[CH:19]=[C:18]([C:20]([CH3:23])([CH3:22])[CH3:21])[N:17]=[C:16]([C:24]([CH3:27])([CH3:26])[CH3:25])[CH:15]=2)[C:6]=1[CH2:7][CH:8]1[CH2:13][CH2:12][CH2:11][CH2:10][CH2:9]1.CN(C(ON1N=NC2C=CC=NC1=2)=[N+](C)C)C.F[P-](F)(F)(F)(F)F.CCN(C(C)C)C(C)C.[CH3:64][C:65]1([CH2:69][NH2:70])[CH2:68][O:67][CH2:66]1, predict the reaction product. The product is: [Cl:1][C:2]1[C:3]([C:28]([NH:70][CH2:69][C:65]2([CH3:64])[CH2:68][O:67][CH2:66]2)=[O:29])=[N:4][N:5]([C:14]2[CH:15]=[C:16]([C:24]([CH3:25])([CH3:26])[CH3:27])[N:17]=[C:18]([C:20]([CH3:22])([CH3:23])[CH3:21])[CH:19]=2)[C:6]=1[CH2:7][CH:8]1[CH2:13][CH2:12][CH2:11][CH2:10][CH2:9]1. (6) The product is: [CH2:32]([C:28]1[N:27]=[C:26]([NH:25][C:24]([C:21]2[C:19]3[N:20]=[C:15]([NH:14][C@@H:13]4[CH2:12][CH2:11][O:10][CH2:9][C@@H:8]4[NH2:7])[N:16]=[CH:17][C:18]=3[S:23][CH:22]=2)=[O:34])[CH:31]=[CH:30][CH:29]=1)[CH3:33]. Given the reactants C(OC(=O)[NH:7][C@@H:8]1[C@H:13]([NH:14][C:15]2[N:16]=[CH:17][C:18]3[S:23][CH:22]=[C:21]([C:24](=[O:34])[NH:25][C:26]4[CH:31]=[CH:30][CH:29]=[C:28]([CH2:32][CH3:33])[N:27]=4)[C:19]=3[N:20]=2)[CH2:12][CH2:11][O:10][CH2:9]1)(C)(C)C, predict the reaction product. (7) Given the reactants [F:1][C:2]([C:5]1[CH:10]=[CH:9][C:8]([CH2:11][OH:12])=[CH:7][CH:6]=1)([F:4])[CH3:3].C(=O)(O)[O-].[Na+].CC(OI1(OC(C)=O)(OC(C)=O)OC(=O)C2C=CC=CC1=2)=O, predict the reaction product. The product is: [F:1][C:2]([C:5]1[CH:10]=[CH:9][C:8]([CH:11]=[O:12])=[CH:7][CH:6]=1)([F:4])[CH3:3]. (8) Given the reactants Br[C:2]1[CH:7]=[CH:6][CH:5]=[CH:4][CH:3]=1.[NH:8]1[CH:12]=[CH:11][CH:10]=[N:9]1, predict the reaction product. The product is: [C:2]1([N:8]2[CH:12]=[CH:11][CH:10]=[N:9]2)[CH:7]=[CH:6][CH:5]=[CH:4][CH:3]=1. (9) Given the reactants [N:1]1([C:6]2[CH:11]=[CH:10][C:9]([NH2:12])=[CH:8][CH:7]=2)[CH:5]=[CH:4][N:3]=[CH:2]1.C(O)C.[C:16]([O:21][CH2:22][CH3:23])(=[O:20])[C:17]([CH3:19])=O.P([O-])([O-])([O-])=O.[K+].[K+].[K+], predict the reaction product. The product is: [CH2:22]([O:21][C:16](=[O:20])/[C:17](=[N:12]/[C:9]1[CH:10]=[CH:11][C:6]([N:1]2[CH:5]=[CH:4][N:3]=[CH:2]2)=[CH:7][CH:8]=1)/[CH3:19])[CH3:23].